This data is from Reaction yield outcomes from USPTO patents with 853,638 reactions. The task is: Predict the reaction yield, written as a fraction of the theoretical maximum amount of product (1.0 means a 100% yield; for example, 0.34 means a 34% yield). (1) The reactants are [O:1]=[C:2]1[C:11]2[C:6](=[CH:7][CH:8]=[CH:9][CH:10]=2)[N:5]([CH2:12][CH2:13][N:14]2[CH2:19][CH2:18][CH:17]([NH:20]C(=O)OC(C)(C)C)[CH2:16][CH2:15]2)[CH:4]=[CH:3]1.Cl.O1CCOCC1.NC1CCN(CCN2C3C(=CC=CC=3)C=CC2=O)CC1. The catalyst is O1CCOCC1. The product is [NH2:20][CH:17]1[CH2:18][CH2:19][N:14]([CH2:13][CH2:12][N:5]2[C:6]3[C:11](=[CH:10][CH:9]=[CH:8][CH:7]=3)[C:2](=[O:1])[CH:3]=[CH:4]2)[CH2:15][CH2:16]1. The yield is 0.510. (2) The reactants are [F:1][C:2]([F:7])([F:6])[C:3]([CH3:5])=O.[Cl:8][C:9]1[C:10]([NH:15][NH2:16])=[N:11][CH:12]=[CH:13][CH:14]=1. No catalyst specified. The product is [F:1][C:2]([F:7])([F:6])[C:3](=[N:16][N:15]=[C:10]1[C:9]([Cl:8])=[CH:14][CH:13]=[CH:12][NH:11]1)[CH3:5]. The yield is 0.660. (3) The reactants are FC(F)(F)C(O)=O.C(OC([NH:15][C@H:16]([CH2:61][CH2:62][CH2:63][CH2:64][NH:65][C:66](=[O:71])[C:67]([F:70])([F:69])[F:68])[C:17]([O:19][C@H:20]1[C@@H:24]([OH:25])[C@H:23]([N:26]2[CH:34]=[N:33][C:32]3[C:27]2=[N:28][CH:29]=[N:30][C:31]=3[NH2:35])[O:22][C@H:21]1[CH2:36][O:37][P:38]([O:41][C@H:42]1[CH2:46][C@H:45]([N:47]2[CH:52]=[CH:51][C:50]([NH2:53])=[N:49][C:48]2=[O:54])[O:44][C@@H:43]1[CH2:55][O:56][P:57]([OH:60])([OH:59])=[O:58])([OH:40])=[O:39])=[O:18])=O)(C)(C)C. The catalyst is ClCCl. The product is [NH2:15][C@H:16]([CH2:61][CH2:62][CH2:63][CH2:64][NH:65][C:66](=[O:71])[C:67]([F:68])([F:70])[F:69])[C:17]([O:19][C@H:20]1[C@@H:24]([OH:25])[C@H:23]([N:26]2[CH:34]=[N:33][C:32]3[C:27]2=[N:28][CH:29]=[N:30][C:31]=3[NH2:35])[O:22][C@H:21]1[CH2:36][O:37][P:38]([O:41][C@H:42]1[CH2:46][C@H:45]([N:47]2[CH:52]=[CH:51][C:50]([NH2:53])=[N:49][C:48]2=[O:54])[O:44][C@@H:43]1[CH2:55][O:56][P:57]([OH:59])([OH:60])=[O:58])([OH:40])=[O:39])=[O:18]. The yield is 0.880.